From a dataset of Forward reaction prediction with 1.9M reactions from USPTO patents (1976-2016). Predict the product of the given reaction. Given the reactants [N:1]1([C:6]2[CH:42]=[CH:41][C:9]([CH2:10][C:11]3[C:12](Cl)=[N:13][C:14]4[C:19]([C:20]=3[Cl:21])=[CH:18][C:17]([C:22]([C:34]3[N:38]([CH3:39])[CH:37]=[N:36][CH:35]=3)([C:24]3[CH:25]=[N:26][C:27]([C:30]([F:33])([F:32])[F:31])=[CH:28][CH:29]=3)[OH:23])=[CH:16][CH:15]=4)=[CH:8][CH:7]=2)[CH:5]=[CH:4][CH:3]=[N:2]1.Cl.[CH3:44][NH:45][O:46][CH3:47].CN(C)C=O, predict the reaction product. The product is: [N:1]1([C:6]2[CH:42]=[CH:41][C:9]([CH2:10][C:11]3[C:12]([N:45]([O:46][CH3:47])[CH3:44])=[N:13][C:14]4[C:19]([C:20]=3[Cl:21])=[CH:18][C:17]([C:22]([C:34]3[N:38]([CH3:39])[CH:37]=[N:36][CH:35]=3)([C:24]3[CH:25]=[N:26][C:27]([C:30]([F:32])([F:31])[F:33])=[CH:28][CH:29]=3)[OH:23])=[CH:16][CH:15]=4)=[CH:8][CH:7]=2)[CH:5]=[CH:4][CH:3]=[N:2]1.